From a dataset of Forward reaction prediction with 1.9M reactions from USPTO patents (1976-2016). Predict the product of the given reaction. (1) Given the reactants [Cl:1][C:2]1[CH:3]=[CH:4][C:5]2[N:11]3[CH:12]=[CH:13][CH:14]=[C:10]3[C@@H:9]([CH2:15][CH2:16][OH:17])[O:8][C@H:7]([C:18]3[CH:23]=[CH:22][CH:21]=[C:20]([O:24][CH3:25])[C:19]=3[O:26][CH3:27])[C:6]=2[CH:28]=1.CC(OI1(OC(C)=O)(OC(C)=O)OC(=O)C2C=CC=CC1=2)=O, predict the reaction product. The product is: [Cl:1][C:2]1[CH:3]=[CH:4][C:5]2[N:11]3[CH:12]=[CH:13][CH:14]=[C:10]3[C@@H:9]([CH2:15][CH:16]=[O:17])[O:8][C@H:7]([C:18]3[CH:23]=[CH:22][CH:21]=[C:20]([O:24][CH3:25])[C:19]=3[O:26][CH3:27])[C:6]=2[CH:28]=1. (2) The product is: [CH3:26][S:23]([C:20]1[CH:21]=[CH:22][C:17]([O:1][C:2]2[CH:3]=[C:4]([CH2:12][C:13]([OH:15])=[O:14])[CH:5]=[C:6]([C:8]([F:9])([F:10])[F:11])[CH:7]=2)=[C:18]([C:27]([F:28])([F:29])[F:30])[CH:19]=1)(=[O:25])=[O:24]. Given the reactants [OH:1][C:2]1[CH:3]=[C:4]([CH2:12][C:13]([OH:15])=[O:14])[CH:5]=[C:6]([C:8]([F:11])([F:10])[F:9])[CH:7]=1.F[C:17]1[CH:22]=[CH:21][C:20]([S:23]([CH3:26])(=[O:25])=[O:24])=[CH:19][C:18]=1[C:27]([F:30])([F:29])[F:28], predict the reaction product. (3) Given the reactants [Cl:1][C:2]1[CH:8]=[C:7]([O:9][C:10]2[C:11]3[N:18]([CH3:19])[CH:17]=[CH:16][C:12]=3[N:13]=[CH:14][N:15]=2)[CH:6]=[CH:5][C:3]=1[NH2:4].C(N(CC)CC)C.ClC(Cl)(O[C:31](=[O:37])OC(Cl)(Cl)Cl)Cl.[CH:39]1([NH2:42])[CH2:41][CH2:40]1, predict the reaction product. The product is: [Cl:1][C:2]1[CH:8]=[C:7]([O:9][C:10]2[C:11]3[N:18]([CH3:19])[CH:17]=[CH:16][C:12]=3[N:13]=[CH:14][N:15]=2)[CH:6]=[CH:5][C:3]=1[NH:4][C:31]([NH:42][CH:39]1[CH2:41][CH2:40]1)=[O:37]. (4) Given the reactants [CH2:1]([O:3][C:4]([N:6]1[CH2:12][CH2:11][CH2:10][NH:9][CH2:8][CH2:7]1)=[O:5])[CH3:2].Cl[C:14]1[NH:15][C:16]2[CH:22]=[CH:21][CH:20]=[CH:19][C:17]=2[N:18]=1, predict the reaction product. The product is: [CH2:1]([O:3][C:4]([N:6]1[CH2:12][CH2:11][CH2:10][N:9]([C:14]2[NH:18][C:17]3[CH:19]=[CH:20][CH:21]=[CH:22][C:16]=3[N:15]=2)[CH2:8][CH2:7]1)=[O:5])[CH3:2]. (5) Given the reactants C[O:2][C:3]([C:5]1[C:10]([OH:11])=[CH:9][C:8](=[O:12])[N:7]([C:13]2[CH:18]=[CH:17][C:16]([O:19][CH3:20])=[C:15]([O:21][CH3:22])[CH:14]=2)[N:6]=1)=O.C(O)(=O)C.[NH3:27], predict the reaction product. The product is: [CH3:22][O:21][C:15]1[CH:14]=[C:13]([N:7]2[C:8](=[O:12])[CH:9]=[C:10]([OH:11])[C:5]([C:3]([NH2:27])=[O:2])=[N:6]2)[CH:18]=[CH:17][C:16]=1[O:19][CH3:20]. (6) Given the reactants [F:1][C:2]1[CH:3]=[C:4]([CH:15]=[CH:16][O:17]C)[C:5]([N:8]2[CH2:13][CH2:12][CH2:11][CH2:10][C:9]2=[O:14])=[N:6][CH:7]=1.[I-].[Na+].C[Si](Cl)(C)C, predict the reaction product. The product is: [F:1][C:2]1[CH:3]=[C:4]([CH2:15][CH:16]=[O:17])[C:5]([N:8]2[CH2:13][CH2:12][CH2:11][CH2:10][C:9]2=[O:14])=[N:6][CH:7]=1. (7) Given the reactants [F:1][C:2]([F:12])([F:11])[C:3]1[C:8]([CH2:9][OH:10])=[CH:7][CH:6]=[CH:5][N:4]=1, predict the reaction product. The product is: [F:11][C:2]([F:1])([F:12])[C:3]1[N:4]=[CH:5][CH:6]=[CH:7][C:8]=1[CH:9]=[O:10]. (8) Given the reactants [NH2:1][C:2]1[N:3]=[C:4]([NH:17][CH:18]2[CH2:23][CH2:22][N:21]([S:24]([CH2:27][CH2:28][CH2:29]I)(=[O:26])=[O:25])[CH2:20][CH2:19]2)[S:5][C:6]=1[C:7]([C:9]1[C:14]([F:15])=[CH:13][CH:12]=[CH:11][C:10]=1[F:16])=[O:8].[CH3:31][N:32]([CH:36]1[CH2:40][CH2:39][NH:38][CH2:37]1)[C:33](=[O:35])[CH3:34], predict the reaction product. The product is: [NH2:1][C:2]1[N:3]=[C:4]([NH:17][CH:18]2[CH2:23][CH2:22][N:21]([S:24]([CH2:27][CH2:28][CH2:29][N:38]3[CH2:39][CH2:40][CH:36]([N:32]([CH3:31])[C:33](=[O:35])[CH3:34])[CH2:37]3)(=[O:26])=[O:25])[CH2:20][CH2:19]2)[S:5][C:6]=1[C:7]([C:9]1[C:14]([F:15])=[CH:13][CH:12]=[CH:11][C:10]=1[F:16])=[O:8].